Task: Predict the reactants needed to synthesize the given product.. Dataset: Full USPTO retrosynthesis dataset with 1.9M reactions from patents (1976-2016) (1) The reactants are: [CH3:1][C:2]1C2N[C:4](=[CH:5][C:6]3[C:35]([CH3:36])=[C:34]([CH2:37][CH2:38][C:39]([OH:41])=[O:40])[C:8](=[CH:9][C:10]4[C:27]([CH2:28][CH2:29][C:30](O)=[O:31])=[C:26]([CH3:33])[C:12](=[CH:13][C:14]5[NH:18]C(C=2)=C(C(O)C)[C:15]=5[CH3:25])[N:11]=4)[N:7]=3)[C:3]=1[CH:42](O)[CH3:43].[C:45]1(C)C=CC(S(O)(=O)=O)=CC=1.[NH3:56].[C:57](O)(=[O:59])C.Cl[C:62]1[CH:67]=[CH:66][CH:65]=[CH:64][CH:63]=1. Given the product [CH3:25][C:15]1[C:14]2[NH:18][C:65](=[CH:64][C:63]3[NH:56][C:4]([CH:5]=[C:6]4[N:7]=[C:8]([CH:9]=[C:10]5[N:11]=[C:12]([CH:13]=2)[C:26]([CH3:33])=[C:27]5[CH2:28][CH2:29][C:30]([O:59][CH3:57])=[O:31])[C:34]([CH2:37][CH2:38][C:39]([O:41][CH3:45])=[O:40])=[C:35]4[CH3:36])=[C:3]([CH:42]=[CH2:43])[C:2]=3[CH3:1])[C:66]=1[CH:67]=[CH2:62], predict the reactants needed to synthesize it. (2) Given the product [Cl:16][C:15]1[CH:14]=[CH:13][C:4]([CH2:5][NH:6][C:7](=[O:12])[C:8]([CH3:11])([CH3:10])[CH3:9])=[CH:3][C:2]=1[NH:1][NH2:17], predict the reactants needed to synthesize it. The reactants are: [NH2:1][C:2]1[CH:3]=[C:4]([CH:13]=[CH:14][C:15]=1[Cl:16])[CH2:5][NH:6][C:7](=[O:12])[C:8]([CH3:11])([CH3:10])[CH3:9].[N:17]([O-])=O.[Na+].O.O.Cl[Sn]Cl.